From a dataset of Catalyst prediction with 721,799 reactions and 888 catalyst types from USPTO. Predict which catalyst facilitates the given reaction. (1) Reactant: [NH2:1][C:2]1[C:12]([N+:13]([O-])=O)=[CH:11][C:5]([C:6]([O:8][CH2:9][CH3:10])=[O:7])=[C:4]([O:16][CH2:17][CH3:18])[CH:3]=1. Product: [NH2:1][C:2]1[C:12]([NH2:13])=[CH:11][C:5]([C:6]([O:8][CH2:9][CH3:10])=[O:7])=[C:4]([O:16][CH2:17][CH3:18])[CH:3]=1. The catalyst class is: 63. (2) Reactant: [CH2:1]([O:17][CH2:18][CH:19]([CH2:21][OH:22])[OH:20])[CH2:2][CH2:3][CH2:4][CH2:5][CH2:6][CH2:7][CH2:8][CH2:9][CH2:10][CH2:11][CH2:12][CH2:13][CH2:14][CH2:15][CH3:16].[C:23]1([C:29]([C:37]2[CH:42]=[CH:41][CH:40]=[CH:39][CH:38]=2)([C:31]2[CH:36]=[CH:35][CH:34]=[CH:33][CH:32]=2)Cl)[CH:28]=[CH:27][CH:26]=[CH:25][CH:24]=1.O1CCCC1.C(#N)C. Product: [CH2:1]([O:17][CH2:18][C@H:19]([CH2:21][O:22][C:29]([C:23]1[CH:28]=[CH:27][CH:26]=[CH:25][CH:24]=1)([C:37]1[CH:38]=[CH:39][CH:40]=[CH:41][CH:42]=1)[C:31]1[CH:32]=[CH:33][CH:34]=[CH:35][CH:36]=1)[OH:20])[CH2:2][CH2:3][CH2:4][CH2:5][CH2:6][CH2:7][CH2:8][CH2:9][CH2:10][CH2:11][CH2:12][CH2:13][CH2:14][CH2:15][CH3:16]. The catalyst class is: 66.